From a dataset of Forward reaction prediction with 1.9M reactions from USPTO patents (1976-2016). Predict the product of the given reaction. (1) Given the reactants [CH:1]1([C@H:7]2[N:12]3[CH:13]=[C:14]([C:19](C(F)(F)F)=[O:20])[C:15]4[CH:16]=[CH:17][CH:18]=[C:10]([C:11]=43)[O:9][CH2:8]2)[CH2:6][CH2:5][CH2:4][CH2:3][CH2:2]1.[OH-:25].[Na+].Cl, predict the reaction product. The product is: [CH:1]1([C@H:7]2[N:12]3[CH:13]=[C:14]([C:19]([OH:25])=[O:20])[C:15]4[CH:16]=[CH:17][CH:18]=[C:10]([C:11]=43)[O:9][CH2:8]2)[CH2:2][CH2:3][CH2:4][CH2:5][CH2:6]1. (2) Given the reactants [C:1]1([O:7][P:8]([O:17][CH2:18][CH2:19][CH:20]([NH:24]C(=O)C[C@H](OCC2C=CC=CC=2)CCCCCCCCCCC)[C:21]([OH:23])=[O:22])([O:10][C:11]2[CH:16]=[CH:15][CH:14]=[CH:13][CH:12]=2)=[O:9])[CH:6]=[CH:5][CH:4]=[CH:3][CH:2]=1.[C:48]([O:61][C@H:62]([CH2:67][CH2:68][CH2:69][CH2:70][CH2:71][CH2:72][CH2:73][CH2:74][CH2:75][CH2:76][CH3:77])[CH2:63][C:64]([OH:66])=O)(=[O:60])[CH2:49][CH2:50][CH2:51][CH2:52][CH2:53][CH2:54][CH2:55][CH2:56][CH2:57][CH2:58][CH3:59].C(O[C@H](CCCCCCCCCCC)CC(O)=O)C1C=CC=CC=1, predict the reaction product. The product is: [C:1]1([O:7][P:8]([O:17][CH2:18][CH2:19][CH:20]([NH:24][C:64](=[O:66])[CH2:63][C@H:62]([O:61][C:48](=[O:60])[CH2:49][CH2:50][CH2:51][CH2:52][CH2:53][CH2:54][CH2:55][CH2:56][CH2:57][CH2:58][CH3:59])[CH2:67][CH2:68][CH2:69][CH2:70][CH2:71][CH2:72][CH2:73][CH2:74][CH2:75][CH2:76][CH3:77])[C:21]([OH:23])=[O:22])([O:10][C:11]2[CH:16]=[CH:15][CH:14]=[CH:13][CH:12]=2)=[O:9])[CH:2]=[CH:3][CH:4]=[CH:5][CH:6]=1. (3) Given the reactants [Cl:1][C:2]1[C:11]2[N:12]=[C:13]([CH3:18])[N:14]([CH2:15][CH2:16][OH:17])[C:10]=2[C:9]2[CH:8]=[CH:7][CH:6]=[CH:5][C:4]=2[N:3]=1.[OH-].[Na+].[CH2:21](Br)[CH:22]=[CH:23][C:24]1[CH:29]=[CH:28][CH:27]=[CH:26][CH:25]=1, predict the reaction product. The product is: [Cl:1][C:2]1[C:11]2[N:12]=[C:13]([CH3:18])[N:14]([CH2:15][CH2:16][O:17][CH2:21]/[CH:22]=[CH:23]/[C:24]3[CH:29]=[CH:28][CH:27]=[CH:26][CH:25]=3)[C:10]=2[C:9]2[CH:8]=[CH:7][CH:6]=[CH:5][C:4]=2[N:3]=1. (4) The product is: [ClH:31].[ClH:31].[CH2:38]1[C:39]2=[C:46]3[C:43](=[CH:42][CH:41]=[CH:40]2)[CH2:44][CH2:45][N:35]([CH2:34][CH2:33][CH2:32][NH:7][C:3]2[CH:2]=[C:1]([CH3:8])[CH:6]=[CH:5][CH:4]=2)[CH:36]3[CH2:37]1. Given the reactants [C:1]1([CH3:8])[CH:6]=[CH:5][CH:4]=[C:3]([NH2:7])[CH:2]=1.C([O-])([O-])=O.[K+].[K+].N[C@H](C(O)=O)CC1C=C2C(C=CC=C2)=CC=1.[Cl:31][CH2:32][CH2:33][CH2:34][N:35]1[CH2:45][CH2:44][C:43]2[C:46]3[CH:36]1[CH2:37][CH2:38][C:39]=3[CH:40]=[CH:41][CH:42]=2, predict the reaction product. (5) The product is: [CH:1]1([N:4]2[C:8]3[C:9]([O:23][C@@H:24]([C@H:26]4[CH2:30][NH:29][C:28](=[O:31])[CH2:27]4)[CH3:25])=[CH:10][C:11]([C:13]4[CH:14]=[CH:15][C:16]5[O:17][CH2:18][CH2:19][NH:20][C:21]=5[CH:33]=4)=[CH:12][C:7]=3[N:6]=[CH:5]2)[CH2:2][CH2:3]1. Given the reactants [CH:1]1([N:4]2[C:8]3[C:9]([O:23][C@@H:24]([C@H:26]4[CH2:30][NH:29][C:28](=[O:31])[CH2:27]4)[CH3:25])=[CH:10][C:11]([C:13]4[CH:14]=[CH:15][C:16]5[O:17][CH2:18][CH2:19][NH:20][C:21]=5N=4)=[CH:12][C:7]=3[N:6]=[CH:5]2)[CH2:3][CH2:2]1.Br[C:33]1C=CC2OCCNC=2C=1, predict the reaction product. (6) Given the reactants [Li+].[OH-].[C:3]([O:7][C:8]([N:10]1[CH2:15][CH2:14][N:13]([CH2:16][CH2:17][CH2:18][NH:19][C:20]2[N:25]=[C:24]([C:26]3[S:30][C:29]4[CH:31]=[CH:32][CH:33]=[C:34]([C:35]([O:37]C)=[O:36])[C:28]=4[CH:27]=3)[CH:23]=[CH:22][N:21]=2)[CH2:12][CH2:11]1)=[O:9])([CH3:6])([CH3:5])[CH3:4].CO.[ClH:41], predict the reaction product. The product is: [ClH:41].[ClH:41].[C:3]([O:7][C:8]([N:10]1[CH2:15][CH2:14][N:13]([CH2:16][CH2:17][CH2:18][NH:19][C:20]2[N:25]=[C:24]([C:26]3[S:30][C:29]4[CH:31]=[CH:32][CH:33]=[C:34]([C:35]([OH:37])=[O:36])[C:28]=4[CH:27]=3)[CH:23]=[CH:22][N:21]=2)[CH2:12][CH2:11]1)=[O:9])([CH3:6])([CH3:4])[CH3:5].